Dataset: Catalyst prediction with 721,799 reactions and 888 catalyst types from USPTO. Task: Predict which catalyst facilitates the given reaction. (1) Reactant: [CH2:1]([O:5][C:6]1[N:14]=[C:13]2[C:9]([N:10]=[C:11]([O:36]C)[N:12]2[CH2:15][CH:16]2[CH2:21][CH2:20][N:19]([CH2:22][CH2:23][O:24][C:25]3[CH:30]=[CH:29][CH:28]=[C:27]([CH2:31][C:32]([O:34][CH3:35])=[O:33])[CH:26]=3)[CH2:18][CH2:17]2)=[C:8]([NH2:38])[N:7]=1)[CH2:2][CH2:3][CH3:4].S(=O)(=O)(O)O.C(=O)(O)[O-].[Na+]. Product: [CH2:1]([O:5][C:6]1[N:14]=[C:13]2[C:9]([NH:10][C:11](=[O:36])[N:12]2[CH2:15][CH:16]2[CH2:21][CH2:20][N:19]([CH2:22][CH2:23][O:24][C:25]3[CH:30]=[CH:29][CH:28]=[C:27]([CH2:31][C:32]([O:34][CH3:35])=[O:33])[CH:26]=3)[CH2:18][CH2:17]2)=[C:8]([NH2:38])[N:7]=1)[CH2:2][CH2:3][CH3:4]. The catalyst class is: 5. (2) Reactant: [H-].[Na+].[NH2:3][C@@H:4]1[C:13]2[C:8](=[CH:9][CH:10]=[CH:11][CH:12]=2)[C@H:7]([OH:14])[CH2:6][CH2:5]1.F[C:16]1[CH:17]=[CH:18][C:19]2[N:20]([C:22]([C@@H:25]3[CH2:30][CH2:29][CH2:28][CH2:27][N:26]3[CH3:31])=[N:23][N:24]=2)[CH:21]=1. Product: [CH3:31][N:26]1[CH2:27][CH2:28][CH2:29][CH2:30][C@H:25]1[C:22]1[N:20]2[CH:21]=[C:16]([O:14][C@H:7]3[C:8]4[C:13](=[CH:12][CH:11]=[CH:10][CH:9]=4)[C@@H:4]([NH2:3])[CH2:5][CH2:6]3)[CH:17]=[CH:18][C:19]2=[N:24][N:23]=1. The catalyst class is: 3. (3) Reactant: Br[C:2]1[CH:3]=[C:4]([NH:10][C:11]2[CH:16]=[C:15]([CH3:17])[N:14]=[CH:13][N:12]=2)[C:5](=[O:9])[N:6]([CH3:8])[CH:7]=1.[B:18]1([B:18]2[O:22][C:21]([CH3:24])([CH3:23])[C:20]([CH3:26])([CH3:25])[O:19]2)[O:22][C:21]([CH3:24])([CH3:23])[C:20]([CH3:26])([CH3:25])[O:19]1.CC(C1C=C(C(C)C)C(C2C=CC=CC=2P(C2CCCCC2)C2CCCCC2)=C(C(C)C)C=1)C.C([O-])(=O)C.[K+]. Product: [CH3:8][N:6]1[CH:7]=[C:2]([B:18]2[O:22][C:21]([CH3:24])([CH3:23])[C:20]([CH3:26])([CH3:25])[O:19]2)[CH:3]=[C:4]([NH:10][C:11]2[CH:16]=[C:15]([CH3:17])[N:14]=[CH:13][N:12]=2)[C:5]1=[O:9]. The catalyst class is: 102. (4) Reactant: [N+:1]([C:4]1[CH:16]=[C:15]([C:17]([F:20])([F:19])[F:18])[CH:14]=[CH:13][C:5]=1[CH2:6][N:7]1[CH2:11][CH2:10][O:9][C:8]1=[NH:12])([O-])=O.[H][H]. Product: [NH:12]=[C:8]1[N:7]([CH2:6][C:5]2[CH:13]=[CH:14][C:15]([C:17]([F:18])([F:19])[F:20])=[CH:16][C:4]=2[NH2:1])[CH2:11][CH2:10][O:9]1. The catalyst class is: 43. (5) Reactant: Br.C(OC([N:12]1[C@H:17]([CH3:18])[CH2:16][N:15]([CH2:19][C:20]2[CH:29]=[C:28]3[C:23]([C:24]([Cl:30])=[CH:25][CH:26]=[N:27]3)=[CH:22][CH:21]=2)[C:14](=[O:31])[C@@H:13]1[CH3:32])=O)C1C=CC=CC=1.C(N(CC)CC)C. Product: [Cl:30][C:24]1[C:23]2[C:28](=[CH:29][C:20]([CH2:19][N:15]3[CH2:16][C@@H:17]([CH3:18])[NH:12][C@@H:13]([CH3:32])[C:14]3=[O:31])=[CH:21][CH:22]=2)[N:27]=[CH:26][CH:25]=1. The catalyst class is: 342. (6) Reactant: [NH2:1][C:2]1[N:7]=[C:6]([N:8]2[C@H:13]([CH3:14])[CH2:12][CH2:11][C@H:10]([C:15]([OH:17])=O)[CH2:9]2)[CH:5]=[C:4]([C:18]2[CH:23]=[CH:22][C:21]([C:24]#[N:25])=[C:20]([F:26])[CH:19]=2)[N:3]=1.CN(C(ON1N=NC2C=CC=NC1=2)=[N+](C)C)C.F[P-](F)(F)(F)(F)F.CCN(C(C)C)C(C)C.[CH2:60]([CH:62]1[CH2:67][CH2:66][CH:65]([NH2:68])[CH2:64][CH2:63]1)[CH3:61]. Product: [NH2:1][C:2]1[N:7]=[C:6]([N:8]2[C@H:13]([CH3:14])[CH2:12][CH2:11][C@H:10]([C:15]([NH:68][CH:65]3[CH2:66][CH2:67][CH:62]([CH2:60][CH3:61])[CH2:63][CH2:64]3)=[O:17])[CH2:9]2)[CH:5]=[C:4]([C:18]2[CH:23]=[CH:22][C:21]([C:24]#[N:25])=[C:20]([F:26])[CH:19]=2)[N:3]=1. The catalyst class is: 173. (7) Reactant: [C:1]([C:3]1[CH:4]=[C:5]([CH2:10][C:11]([OH:13])=[O:12])[CH:6]=[CH:7][C:8]=1[F:9])#[N:2].Cl.[CH3:15]O. Product: [C:1]([C:3]1[CH:4]=[C:5]([CH2:10][C:11]([O:13][CH3:15])=[O:12])[CH:6]=[CH:7][C:8]=1[F:9])#[N:2]. The catalyst class is: 5. (8) Reactant: [NH2:1][C:2]1[CH:7]=[C:6]([CH3:8])[CH:5]=[CH:4][C:3]=1[OH:9].C(OCC)(=O)C.C(=O)([O-])O.[Na+].[Br:21][CH:22]([C:26]1[CH:31]=[CH:30][CH:29]=[CH:28][CH:27]=1)[C:23](Br)=[O:24]. Product: [Br:21][CH:22]([C:26]1[CH:31]=[CH:30][CH:29]=[CH:28][CH:27]=1)[C:23]([NH:1][C:2]1[CH:7]=[C:6]([CH3:8])[CH:5]=[CH:4][C:3]=1[OH:9])=[O:24]. The catalyst class is: 6. (9) Reactant: [F:1][C:2]1[CH:3]=[C:4]([CH:7]=[CH:8][CH:9]=1)[CH2:5][OH:6].COCCOCCN(CCOCCOC)CCOCCOC.[OH-].[K+].[F:34][C:35]1[CH:40]=[C:39](F)[C:38]([F:42])=[CH:37][C:36]=1[N+:43]([O-:45])=[O:44]. Product: [F:42][C:38]1[CH:37]=[C:36]([N+:43]([O-:45])=[O:44])[C:35]([F:34])=[CH:40][C:39]=1[O:6][CH2:5][C:4]1[CH:7]=[CH:8][CH:9]=[C:2]([F:1])[CH:3]=1. The catalyst class is: 84. (10) Reactant: CON(C)[C:4]([C:6]1[NH:10][C:9]2[C:11]([N:15]([CH3:24])[S:16]([C:19]3[S:20][CH:21]=[CH:22][CH:23]=3)(=[O:18])=[O:17])=[C:12]([CH3:14])[S:13][C:8]=2[CH:7]=1)=[O:5].[H-].[Na+].[CH3:28]OCCl.O. Product: [C:4]([C:6]1[NH:10][C:9]2[C:11]([N:15]([CH3:24])[S:16]([C:19]3[S:20][CH:21]=[CH:22][CH:23]=3)(=[O:17])=[O:18])=[C:12]([CH3:14])[S:13][C:8]=2[CH:7]=1)(=[O:5])[CH3:28]. The catalyst class is: 9.